Dataset: Catalyst prediction with 721,799 reactions and 888 catalyst types from USPTO. Task: Predict which catalyst facilitates the given reaction. (1) Reactant: C(C1NC=CN=1)(C1NC=CN=1)=O.[C:13]([O:17][C:18]([NH:20][C:21]1([C:25]([OH:27])=O)[CH2:24][O:23][CH2:22]1)=[O:19])([CH3:16])([CH3:15])[CH3:14].O[N:29]=[C:30]([C:32]1[CH:33]=[CH:34][C:35]([CH3:50])=[C:36]([NH:38][C:39]([C:41]2[N:45]3[CH:46]=[CH:47][CH:48]=[CH:49][C:44]3=[N:43][CH:42]=2)=[O:40])[CH:37]=1)[NH2:31]. Product: [N:43]1[CH:42]=[C:41]([C:39]([NH:38][C:36]2[CH:37]=[C:32]([C:30]3[N:29]=[C:25]([C:21]4([NH:20][C:18](=[O:19])[O:17][C:13]([CH3:14])([CH3:15])[CH3:16])[CH2:22][O:23][CH2:24]4)[O:27][N:31]=3)[CH:33]=[CH:34][C:35]=2[CH3:50])=[O:40])[N:45]2[CH:46]=[CH:47][CH:48]=[CH:49][C:44]=12. The catalyst class is: 37. (2) Product: [CH3:11][N:4]1[C:5]2=[CH:6][N:7]=[CH:8][CH:9]=[C:10]2[C:2]([B:20]2[O:21][C:22]([CH3:24])([CH3:23])[C:18]([CH3:29])([CH3:17])[O:19]2)=[CH:3]1. The catalyst class is: 1. Reactant: Br[C:2]1[C:10]2[C:5](=[CH:6][N:7]=[CH:8][CH:9]=2)[N:4]([CH3:11])[CH:3]=1.[Li]CCCC.[CH3:17][C:18]1([CH3:29])[C:22]([CH3:24])([CH3:23])[O:21][B:20](OC(C)C)[O:19]1. (3) Reactant: Br[C:2]1[CH:7]=[CH:6][CH:5]=[C:4]([Br:8])[CH:3]=1.C([Li])CCC.CCCCCC.Cl[Si:21](Cl)([C:28]1[CH:33]=[CH:32][CH:31]=[CH:30][CH:29]=1)[C:22]1[CH:27]=[CH:26][CH:25]=[CH:24][CH:23]=1.[CH:35]1[C:43]2[C:42]3[CH:44]=[CH:45][CH:46]=[CH:47][C:41]=3[O:40][C:39]=2[C:38]([Li])=[CH:37][CH:36]=1. Product: [Br:8][C:4]1[CH:3]=[C:2]([Si:21]([C:47]2[C:41]3[O:40][C:39]4[CH:38]=[CH:37][CH:36]=[CH:35][C:43]=4[C:42]=3[CH:44]=[CH:45][CH:46]=2)([C:28]2[CH:33]=[CH:32][CH:31]=[CH:30][CH:29]=2)[C:22]2[CH:27]=[CH:26][CH:25]=[CH:24][CH:23]=2)[CH:7]=[CH:6][CH:5]=1. The catalyst class is: 28.